This data is from Forward reaction prediction with 1.9M reactions from USPTO patents (1976-2016). The task is: Predict the product of the given reaction. (1) Given the reactants [Br:1][C:2]1[CH:9]=[CH:8][C:5]([CH2:6]Br)=[C:4]([F:10])[CH:3]=1.[C-:11]#[N:12].[Na+], predict the reaction product. The product is: [Br:1][C:2]1[CH:9]=[CH:8][C:5]([CH2:6][C:11]#[N:12])=[C:4]([F:10])[CH:3]=1. (2) Given the reactants [CH3:1][C:2]1[C:3]2[C:8]([N:9]=[C:10]3[C:15]=1[CH:14]=[CH:13][CH:12]=[CH:11]3)=[CH:7][CH:6]=[CH:5][CH:4]=2.[S:16]([O:21]C)([O:19][CH3:20])(=[O:18])=[O:17], predict the reaction product. The product is: [CH3:20][O:19][S:16]([O-:21])(=[O:18])=[O:17].[CH3:1][C:2]1[C:15]2[C:10]([N+:9]([CH3:20])=[C:8]3[C:3]=1[CH:4]=[CH:5][CH:6]=[CH:7]3)=[CH:11][CH:12]=[CH:13][CH:14]=2. (3) Given the reactants [OH:1][CH2:2][C:3]([CH3:17])([CH3:16])[CH2:4][NH:5][C:6](=[O:15])[O:7][CH2:8][C:9]1[CH:14]=[CH:13][CH:12]=[CH:11][CH:10]=1.C(#N)C.I([O-])(=O)(=O)=[O:22].[Na+], predict the reaction product. The product is: [CH2:8]([O:7][C:6]([NH:5][CH2:4][C:3]([CH3:17])([CH3:16])[C:2]([OH:22])=[O:1])=[O:15])[C:9]1[CH:14]=[CH:13][CH:12]=[CH:11][CH:10]=1. (4) Given the reactants C(O[C:6](=O)[NH:7][CH:8]1[CH2:13][CH2:12][N:11]([CH2:14][CH2:15][OH:16])[CH2:10][CH2:9]1)(C)(C)C.[H-].[Al+3].[Li+].[H-].[H-].[H-].O.[OH-].[Na+], predict the reaction product. The product is: [CH3:6][NH:7][CH:8]1[CH2:13][CH2:12][N:11]([CH2:14][CH2:15][OH:16])[CH2:10][CH2:9]1. (5) Given the reactants [NH2:1][C:2]1[C:6]2[CH:7]=[C:8]([O:11][CH3:12])[CH:9]=[CH:10][C:5]=2[O:4][C:3]=1[C:13]([NH2:15])=[O:14].[Cl:16][C:17]1[CH:24]=[CH:23][CH:22]=[CH:21][C:18]=1[CH:19]=O.CS(C)=O.S(=O)(O)[O-].[Na+], predict the reaction product. The product is: [Cl:16][C:17]1[CH:24]=[CH:23][CH:22]=[CH:21][C:18]=1[C:19]1[NH:15][C:13](=[O:14])[C:3]2[O:4][C:5]3[CH:10]=[CH:9][C:8]([O:11][CH3:12])=[CH:7][C:6]=3[C:2]=2[N:1]=1. (6) Given the reactants I[C:2]1[CH:11]=[C:10]([N+:12]([O-:14])=[O:13])[C:9]2[C:4](=[CH:5][CH:6]=[CH:7][CH:8]=2)[C:3]=1[O:15][CH3:16].CCN(CC)CC.[CH2:24]([SH:28])[CH2:25][CH2:26][CH3:27], predict the reaction product. The product is: [CH2:24]([S:28][C:2]1[CH:11]=[C:10]([N+:12]([O-:14])=[O:13])[C:9]2[C:4](=[CH:5][CH:6]=[CH:7][CH:8]=2)[C:3]=1[O:15][CH3:16])[CH2:25][CH2:26][CH3:27]. (7) The product is: [Cl:15][C:10]1[CH:9]=[C:8]([N:6]([CH3:7])[C:5](=[NH:16])[NH:4][C:3]2[N:2]=[C:20]([OH:25])[CH:21]=[C:22]([CH3:24])[N:17]=2)[CH:13]=[CH:12][C:11]=1[Cl:14]. Given the reactants Cl.[NH2:2][C:3](=[NH:17])[NH:4][C:5](=[NH:16])[N:6]([C:8]1[CH:13]=[CH:12][C:11]([Cl:14])=[C:10]([Cl:15])[CH:9]=1)[CH3:7].[OH-].[Na+].[C:20](OCC)(=[O:25])[CH2:21][C:22]([CH3:24])=O, predict the reaction product.